From a dataset of Forward reaction prediction with 1.9M reactions from USPTO patents (1976-2016). Predict the product of the given reaction. (1) Given the reactants [CH2:1]([C:4]1[N:5]([CH2:17][CH2:18][CH2:19][CH2:20][CH2:21][C:22]([NH2:24])=[O:23])[C:6]2[C:15]3[N:14]=[CH:13][CH:12]=[CH:11][C:10]=3[N:9]=[CH:8][C:7]=2[N:16]=1)[CH2:2][CH3:3].C1C=C(Cl)C=C(C(OO)=O)C=1.[OH-].[NH4+:37].C1(C)C=CC(S(Cl)(=O)=O)=CC=1, predict the reaction product. The product is: [NH2:37][C:8]1[C:7]2[N:16]=[C:4]([CH2:1][CH2:2][CH3:3])[N:5]([CH2:17][CH2:18][CH2:19][CH2:20][CH2:21][C:22]([NH2:24])=[O:23])[C:6]=2[C:15]2[N:14]=[CH:13][CH:12]=[CH:11][C:10]=2[N:9]=1. (2) The product is: [Cl:1][C:2]1[C:7]([O:8][CH3:9])=[CH:6][C:5]([O:10][CH3:11])=[C:4]([Cl:12])[C:3]=1[C:13]1[C:26](=[O:27])[N:25]([CH2:28][CH2:29][N:30]([CH2:44][CH3:45])[CH:31]2[CH2:36][CH2:35][N:34]([C:37]([O:39][C:40]([CH3:43])([CH3:42])[CH3:41])=[O:38])[CH2:33][CH2:32]2)[C:16]2[N:17]=[C:18]([NH:47][CH3:46])[N:19]=[CH:20][C:15]=2[CH:14]=1. Given the reactants [Cl:1][C:2]1[C:7]([O:8][CH3:9])=[CH:6][C:5]([O:10][CH3:11])=[C:4]([Cl:12])[C:3]=1[C:13]1[C:26](=[O:27])[N:25]([CH2:28][CH2:29][N:30]([CH2:44][CH3:45])[CH:31]2[CH2:36][CH2:35][N:34]([C:37]([O:39][C:40]([CH3:43])([CH3:42])[CH3:41])=[O:38])[CH2:33][CH2:32]2)[C:16]2[N:17]=[C:18](S(C)(=O)=O)[N:19]=[CH:20][C:15]=2[CH:14]=1.[CH3:46][NH2:47], predict the reaction product. (3) Given the reactants C(OC(=O)[NH:7][C:8]1[CH:13]=[C:12]([CH3:14])[C:11]([Cl:15])=[CH:10][C:9]=1[NH2:16])(C)(C)C.C(O[C:23](=[O:45])[CH2:24][C:25]([C:27]1[CH:32]=[CH:31][CH:30]=[C:29]([C:33]2[CH:38]=[C:37]([CH3:39])[N:36]=[C:35]([NH:40][CH2:41][CH2:42][O:43][CH3:44])[N:34]=2)[CH:28]=1)=O)(C)(C)C, predict the reaction product. The product is: [Cl:15][C:11]1[C:12]([CH3:14])=[CH:13][C:8]2[N:7]=[C:25]([C:27]3[CH:32]=[CH:31][CH:30]=[C:29]([C:33]4[CH:38]=[C:37]([CH3:39])[N:36]=[C:35]([NH:40][CH2:41][CH2:42][O:43][CH3:44])[N:34]=4)[CH:28]=3)[CH2:24][C:23](=[O:45])[NH:16][C:9]=2[CH:10]=1.